This data is from NCI-60 drug combinations with 297,098 pairs across 59 cell lines. The task is: Regression. Given two drug SMILES strings and cell line genomic features, predict the synergy score measuring deviation from expected non-interaction effect. (1) Drug 1: C1=CC(=C2C(=C1NCCNCCO)C(=O)C3=C(C=CC(=C3C2=O)O)O)NCCNCCO. Drug 2: C1=NC(=NC(=O)N1C2C(C(C(O2)CO)O)O)N. Cell line: PC-3. Synergy scores: CSS=15.5, Synergy_ZIP=-8.98, Synergy_Bliss=-7.40, Synergy_Loewe=-7.31, Synergy_HSA=-4.92. (2) Drug 1: CC1=C(C(=CC=C1)Cl)NC(=O)C2=CN=C(S2)NC3=CC(=NC(=N3)C)N4CCN(CC4)CCO. Drug 2: C1CN(P(=O)(OC1)NCCCl)CCCl. Cell line: U251. Synergy scores: CSS=1.56, Synergy_ZIP=1.70, Synergy_Bliss=3.13, Synergy_Loewe=-0.599, Synergy_HSA=-0.657. (3) Drug 1: CC=C1C(=O)NC(C(=O)OC2CC(=O)NC(C(=O)NC(CSSCCC=C2)C(=O)N1)C(C)C)C(C)C. Drug 2: C(CC(=O)O)C(=O)CN.Cl. Cell line: SR. Synergy scores: CSS=32.2, Synergy_ZIP=-3.31, Synergy_Bliss=-2.91, Synergy_Loewe=-41.5, Synergy_HSA=-2.73. (4) Drug 1: COC1=NC(=NC2=C1N=CN2C3C(C(C(O3)CO)O)O)N. Drug 2: C1=NC(=NC(=O)N1C2C(C(C(O2)CO)O)O)N. Cell line: HCT-15. Synergy scores: CSS=16.5, Synergy_ZIP=-5.93, Synergy_Bliss=1.57, Synergy_Loewe=-20.5, Synergy_HSA=-0.757.